Dataset: Full USPTO retrosynthesis dataset with 1.9M reactions from patents (1976-2016). Task: Predict the reactants needed to synthesize the given product. (1) Given the product [CH3:44][O:47][C:4]1[CH:5]=[CH:6][C:1]([N:7]2[C:25](=[O:26])[C:10]3=[CH:11][NH:12][C:13]4[CH:14]=[C:15]([N:19]5[CH2:20][CH2:21][NH:22][CH2:23][CH2:24]5)[CH:16]=[CH:17][C:18]=4[C:9]3=[N:8]2)=[CH:2][CH:3]=1, predict the reactants needed to synthesize it. The reactants are: [C:1]1([N:7]2[C:25](=[O:26])[C:10]3=[CH:11][NH:12][C:13]4[CH:14]=[C:15]([N:19]5[CH2:24][CH2:23][NH:22][CH2:21][CH2:20]5)[CH:16]=[CH:17][C:18]=4[C:9]3=[N:8]2)[CH:6]=[CH:5][CH:4]=[CH:3][CH:2]=1.NC1C=CC2C3C(C(=O)N(C4C=C[C:44]([O:47]C)=CC=4)N=3)=CNC=2C=1. (2) Given the product [Cl:28][C:19]1[C:18]2[C:23](=[CH:24][CH:25]=[C:16]([C:8]([C:4]3[CH:5]=[CH:6][CH:7]=[C:2]([Cl:1])[CH:3]=3)([C:10]3[CH:11]=[N:12][CH:13]=[CH:14][CH:15]=3)[OH:9])[CH:17]=2)[N:22]=[C:21]([C:33]2[CH:34]=[N:29][CH:30]=[N:31][CH:32]=2)[C:20]=1[CH3:27], predict the reactants needed to synthesize it. The reactants are: [Cl:1][C:2]1[CH:3]=[C:4]([C:8]([C:16]2[CH:17]=[C:18]3[C:23](=[CH:24][CH:25]=2)[N:22]=[C:21](Cl)[C:20]([CH3:27])=[C:19]3[Cl:28])([C:10]2[CH:11]=[N:12][CH:13]=[CH:14][CH:15]=2)[OH:9])[CH:5]=[CH:6][CH:7]=1.[N:29]1[CH:34]=[C:33](B(O)O)[CH:32]=[N:31][CH:30]=1.C([O-])([O-])=O.[K+].[K+]. (3) Given the product [C:27]1([CH:20]([C:21]2[CH:22]=[CH:23][CH:24]=[CH:25][CH:26]=2)[CH2:19][NH:18][C:16]2[C:15]3[C:10](=[CH:11][CH:12]=[CH:13][CH:14]=3)[N:9]=[C:8]([C:5]3[CH:4]=[CH:3][C:2]4[N:7]([CH:34]=[C:35]([C:36]([O:38][CH2:39][CH3:40])=[O:37])[N:1]=4)[CH:6]=3)[N:17]=2)[CH:32]=[CH:31][CH:30]=[CH:29][CH:28]=1, predict the reactants needed to synthesize it. The reactants are: [NH2:1][C:2]1[N:7]=[CH:6][C:5]([C:8]2[N:17]=[C:16]([NH:18][CH2:19][CH:20]([C:27]3[CH:32]=[CH:31][CH:30]=[CH:29][CH:28]=3)[C:21]3[CH:26]=[CH:25][CH:24]=[CH:23][CH:22]=3)[C:15]3[C:10](=[CH:11][CH:12]=[CH:13][CH:14]=3)[N:9]=2)=[CH:4][CH:3]=1.Br[CH2:34][C:35](=O)[C:36]([O:38][CH2:39][CH3:40])=[O:37].C(Cl)(Cl)Cl.CO. (4) Given the product [F:13][C:14]([F:24])([F:23])[C:15]1[S:19][C:18]([C:5]2[N:12]=[CH:11][CH:10]=[CH:9][C:6]=2[CH:7]=[O:8])=[CH:17][CH:16]=1, predict the reactants needed to synthesize it. The reactants are: B(O)O.Br[C:5]1[N:12]=[CH:11][CH:10]=[CH:9][C:6]=1[CH:7]=[O:8].[F:13][C:14]([F:24])([F:23])[C:15]1[S:19][C:18](B(O)O)=[CH:17][CH:16]=1. (5) Given the product [Cl:14][C:15]1[CH:16]=[C:17]([NH:18][C:2]2[CH:10]=[C:9]([CH:11]3[CH2:13][CH2:12]3)[C:5]([C:6]([OH:8])=[O:7])=[CH:4][N:3]=2)[CH:19]=[CH:20][CH:21]=1, predict the reactants needed to synthesize it. The reactants are: Cl[C:2]1[CH:10]=[C:9]([CH:11]2[CH2:13][CH2:12]2)[C:5]([C:6]([OH:8])=[O:7])=[CH:4][N:3]=1.[Cl:14][C:15]1[CH:16]=[C:17]([CH:19]=[CH:20][CH:21]=1)[NH2:18].[OH-].[Na+].CCOCC. (6) Given the product [CH2:1]([O:8][C:9]1[C:18]([O:19][CH:20]2[CH2:21][CH2:22][CH2:23][CH2:24][CH2:25]2)=[CH:17][C:12]([C:13]([OH:15])=[O:14])=[CH:11][C:10]=1[Cl:26])[C:2]1[CH:3]=[CH:4][CH:5]=[CH:6][CH:7]=1, predict the reactants needed to synthesize it. The reactants are: [CH2:1]([O:8][C:9]1[C:18]([O:19][CH:20]2[CH2:25][CH2:24][CH2:23][CH2:22][CH2:21]2)=[CH:17][C:12]([C:13]([O:15]C)=[O:14])=[CH:11][C:10]=1[Cl:26])[C:2]1[CH:7]=[CH:6][CH:5]=[CH:4][CH:3]=1. (7) Given the product [Cl:1][C:2]1[N:6]2[CH:7]=[C:8]([CH:15]3[CH2:18][CH2:17][CH2:16]3)[CH:9]=[C:10]([C:11]([F:12])([F:13])[F:14])[C:5]2=[N:4][C:3]=1[C:19]([N:23]1[CH2:24][CH2:25][CH:26]([N:29]2[CH2:33][CH2:32][O:31][C:30]2=[O:34])[CH2:27][CH2:28]1)=[O:20], predict the reactants needed to synthesize it. The reactants are: [Cl:1][C:2]1[N:6]2[CH:7]=[C:8]([CH:15]3[CH2:18][CH2:17][CH2:16]3)[CH:9]=[C:10]([C:11]([F:14])([F:13])[F:12])[C:5]2=[N:4][C:3]=1[C:19](O)=[O:20].Cl.[NH:23]1[CH2:28][CH2:27][CH:26]([N:29]2[CH2:33][CH2:32][O:31][C:30]2=[O:34])[CH2:25][CH2:24]1.C(N(C(C)C)C(C)C)C.F[P-](F)(F)(F)(F)F.CN(C(ON1C2=NC=CC=C2N=N1)=[N+](C)C)C.